This data is from Forward reaction prediction with 1.9M reactions from USPTO patents (1976-2016). The task is: Predict the product of the given reaction. (1) Given the reactants Cl.Cl.Cl.[O:4]1[C:8]2=[C:9]([N:13]3[CH2:18][CH2:17][N:16]([CH2:19][CH2:20][C@H:21]4[CH2:26][CH2:25][C@H:24]([NH2:27])[CH2:23][CH2:22]4)[CH2:15][CH2:14]3)[N:10]=[CH:11][CH:12]=[C:7]2[CH2:6][CH2:5]1.[CH:28](O)=[O:29], predict the reaction product. The product is: [O:4]1[C:8]2=[C:9]([N:13]3[CH2:18][CH2:17][N:16]([CH2:19][CH2:20][C@H:21]4[CH2:26][CH2:25][C@H:24]([NH:27][CH:28]=[O:29])[CH2:23][CH2:22]4)[CH2:15][CH2:14]3)[N:10]=[CH:11][CH:12]=[C:7]2[CH2:6][CH2:5]1. (2) Given the reactants [N+:1]([O-:4])([OH:3])=O.[CH3:5][C:6]1[CH:11]=[CH:10][C:9]([N+:12]([O-:14])=[O:13])=[CH:8][C:7]=1[OH:15], predict the reaction product. The product is: [CH3:5][C:6]1[CH:11]=[C:10]([N+:1]([O-:4])=[O:3])[C:9]([N+:12]([O-:14])=[O:13])=[CH:8][C:7]=1[OH:15]. (3) Given the reactants [O:1]=[C:2]1[C:10]2([C:22]3[C:13](=[CH:14][C:15]4[O:20][CH2:19][CH2:18][O:17][C:16]=4[CH:21]=3)[O:12][CH2:11]2)[C:9]2[C:4](=[CH:5][CH:6]=[CH:7][CH:8]=2)[N:3]1[CH2:23][C:24]([O:26]CC)=O.O.[NH2:30][NH2:31], predict the reaction product. The product is: [O:1]=[C:2]1[C:10]2([C:22]3[C:13](=[CH:14][C:15]4[O:20][CH2:19][CH2:18][O:17][C:16]=4[CH:21]=3)[O:12][CH2:11]2)[C:9]2[C:4](=[CH:5][CH:6]=[CH:7][CH:8]=2)[N:3]1[CH2:23][C:24]([NH:30][NH2:31])=[O:26].